Dataset: Catalyst prediction with 721,799 reactions and 888 catalyst types from USPTO. Task: Predict which catalyst facilitates the given reaction. (1) Reactant: [C:1]([Si:5]([CH3:24])([CH3:23])[O:6][C:7]1[CH:8]=[C:9]([CH2:13][CH2:14][NH:15][CH2:16][CH2:17][CH2:18][CH2:19][CH2:20][CH2:21][CH3:22])[CH:10]=[CH:11][CH:12]=1)([CH3:4])([CH3:3])[CH3:2].[CH3:25][O:26][C:27]1[CH:32]=[C:31]([O:33][CH3:34])[CH:30]=[CH:29][C:28]=1[N:35]=[C:36]=[O:37]. Product: [C:1]([Si:5]([CH3:23])([CH3:24])[O:6][C:7]1[CH:8]=[C:9]([CH2:13][CH2:14][N:15]([CH2:16][CH2:17][CH2:18][CH2:19][CH2:20][CH2:21][CH3:22])[C:36]([NH:35][C:28]2[CH:29]=[CH:30][C:31]([O:33][CH3:34])=[CH:32][C:27]=2[O:26][CH3:25])=[O:37])[CH:10]=[CH:11][CH:12]=1)([CH3:3])([CH3:4])[CH3:2]. The catalyst class is: 2. (2) Reactant: [CH3:1][O:2][C:3]([C:5]1[CH:14]=[C:13](O)[C:12]2[C:7](=[C:8]([O:16][CH2:17][C:18]3[CH:23]=[CH:22][CH:21]=[CH:20][CH:19]=3)[CH:9]=[CH:10][CH:11]=2)[N:6]=1)=[O:4].[S:24]([N:34]=C=O)([C:27]1[CH:33]=[CH:32][C:30]([CH3:31])=[CH:29][CH:28]=1)(=[O:26])=[O:25]. Product: [CH3:1][O:2][C:3]([C:5]1[CH:14]=[C:13]([NH:34][S:24]([C:27]2[CH:33]=[CH:32][C:30]([CH3:31])=[CH:29][CH:28]=2)(=[O:25])=[O:26])[C:12]2[C:7](=[C:8]([O:16][CH2:17][C:18]3[CH:23]=[CH:22][CH:21]=[CH:20][CH:19]=3)[CH:9]=[CH:10][CH:11]=2)[N:6]=1)=[O:4]. The catalyst class is: 26. (3) Reactant: [C:1]1([CH3:14])[CH:6]=[C:5]([CH3:7])[CH:4]=[C:3]([CH3:8])[C:2]=1/[CH:9]=[CH:10]/[C:11]([OH:13])=O.C([N:18](C(C)C)CC)(C)C.N[N:25]([CH:33]=[NH:34])[C:26](=[O:32])[O:27][C:28]([CH3:31])([CH3:30])[CH3:29].O.ON1C2C=CC=CC=2N=N1.F[P-](F)(F)(F)(F)F.N1(OC(N(C)C)=[N+](C)C)C2C=CC=CC=2N=N1. Product: [NH:18]=[C:33]([NH:25][C:26](=[O:32])[O:27][C:28]([CH3:31])([CH3:30])[CH3:29])[NH:34][C:11](=[O:13])/[CH:10]=[CH:9]/[C:2]1[C:1]([CH3:14])=[CH:6][C:5]([CH3:7])=[CH:4][C:3]=1[CH3:8]. The catalyst class is: 42. (4) Reactant: F[C:2]1[C:7]2[C:8](=[N:11]O)[CH2:9][O:10][C:6]=2[CH:5]=[CH:4][CH:3]=1.FC1C2C(=O)COC=2C=CC=1. Product: [O:10]1[C:6]2[CH:5]=[CH:4][CH:3]=[CH:2][C:7]=2[CH:8]([NH2:11])[CH2:9]1. The catalyst class is: 19.